Dataset: Forward reaction prediction with 1.9M reactions from USPTO patents (1976-2016). Task: Predict the product of the given reaction. Given the reactants [CH3:1][C:2]1[C:6]2[C:7](=[O:19])[N:8]([CH2:12][CH2:13][N:14]3[CH2:18][CH2:17][CH2:16][CH2:15]3)[CH2:9][CH2:10][CH2:11][C:5]=2[NH:4][C:3]=1[CH:20]=O.[F:22][C:23]1[C:28]([F:29])=[CH:27][CH:26]=[CH:25][C:24]=1[C:30]1[CH:38]=[CH:37][CH:36]=[C:35]2[C:31]=1[CH2:32][C:33](=[O:39])[NH:34]2.N1CCCCC1, predict the reaction product. The product is: [F:22][C:23]1[C:28]([F:29])=[CH:27][CH:26]=[CH:25][C:24]=1[C:30]1[CH:38]=[CH:37][CH:36]=[C:35]2[C:31]=1[C:32](=[CH:20][C:3]1[NH:4][C:5]3[CH2:11][CH2:10][CH2:9][N:8]([CH2:12][CH2:13][N:14]4[CH2:15][CH2:16][CH2:17][CH2:18]4)[C:7](=[O:19])[C:6]=3[C:2]=1[CH3:1])[C:33](=[O:39])[NH:34]2.